Dataset: Forward reaction prediction with 1.9M reactions from USPTO patents (1976-2016). Task: Predict the product of the given reaction. (1) Given the reactants C([N:8]1[CH2:14][CH2:13][CH:12]([CH2:15][OH:16])[N:11](CC2C=CC=CC=2)[CH2:10][CH2:9]1)C1C=CC=CC=1, predict the reaction product. The product is: [NH:8]1[CH2:14][CH2:13][CH:12]([CH2:15][OH:16])[NH:11][CH2:10][CH2:9]1. (2) Given the reactants F[C:2]1[CH:10]=[CH:9][C:5]([C:6]([OH:8])=[O:7])=[CH:4][C:3]=1[C:11]([F:14])([F:13])[F:12], predict the reaction product. The product is: [CH2:6]([O:7][C:2]1[CH:10]=[CH:9][C:5]([C:6]([OH:8])=[O:7])=[CH:4][C:3]=1[C:11]([F:14])([F:13])[F:12])[CH:5]=[CH2:4]. (3) Given the reactants [CH3:1][O:2][C:3]1[CH:12]=[CH:11][C:10]2[C:5](=[CH:6][CH:7]=[C:8]([C:30]3[CH:35]=[CH:34][C:33]([O:36][CH2:37][C:38]4[CH:43]=[CH:42][CH:41]=[CH:40][CH:39]=4)=[CH:32][C:31]=3O)[C:9]=2[CH:13]([OH:29])[C:14]2[CH:19]=[CH:18][C:17]([O:20][CH2:21][CH2:22][N:23]3[CH2:28][CH2:27][CH2:26][CH2:25][CH2:24]3)=[CH:16][CH:15]=2)[CH:4]=1.Cl, predict the reaction product. The product is: [CH2:37]([O:36][C:33]1[CH:34]=[C:35]2[C:30](=[CH:31][CH:32]=1)[C:8]1[C:9](=[C:10]3[C:5](=[CH:6][CH:7]=1)[CH:4]=[C:3]([O:2][CH3:1])[CH:12]=[CH:11]3)[CH:13]([C:14]1[CH:19]=[CH:18][C:17]([O:20][CH2:21][CH2:22][N:23]3[CH2:28][CH2:27][CH2:26][CH2:25][CH2:24]3)=[CH:16][CH:15]=1)[O:29]2)[C:38]1[CH:43]=[CH:42][CH:41]=[CH:40][CH:39]=1. (4) Given the reactants C1C=C(Cl)C=C(C(OO)=[O:9])C=1.[Cl:12][C:13]1[CH:18]=[CH:17][CH:16]=[C:15]([Cl:19])[C:14]=1[N:20]1[CH:28]=[C:23]2[CH:24]=[N:25][CH:26]=[CH:27][C:22]2=[N:21]1.S([O-])([O-])(=O)=S.[Na+].[Na+], predict the reaction product. The product is: [Cl:12][C:13]1[CH:18]=[CH:17][CH:16]=[C:15]([Cl:19])[C:14]=1[N:20]1[CH:28]=[C:23]2[CH:24]=[N+:25]([O-:9])[CH:26]=[CH:27][C:22]2=[N:21]1.